Task: Predict the reactants needed to synthesize the given product.. Dataset: Full USPTO retrosynthesis dataset with 1.9M reactions from patents (1976-2016) (1) Given the product [F:23][C:24]1[CH:25]=[C:26]2[C:30](=[CH:31][C:32]=1[NH:33][C:34](=[O:38])[CH2:35][O:36][CH3:37])[NH:29][C:28](=[O:39])/[C:27]/2=[CH:21]\[C:3]1[NH:4][C:5]2[CH2:11][CH2:10][CH2:9][N:8]([CH2:12][CH2:13][N:14]3[CH2:19][CH2:18][O:17][CH2:16][CH2:15]3)[C:7](=[O:20])[C:6]=2[C:2]=1[CH3:1], predict the reactants needed to synthesize it. The reactants are: [CH3:1][C:2]1[C:6]2[C:7](=[O:20])[N:8]([CH2:12][CH2:13][N:14]3[CH2:19][CH2:18][O:17][CH2:16][CH2:15]3)[CH2:9][CH2:10][CH2:11][C:5]=2[NH:4][C:3]=1[CH:21]=O.[F:23][C:24]1[CH:25]=[C:26]2[C:30](=[CH:31][C:32]=1[NH:33][C:34](=[O:38])[CH2:35][O:36][CH3:37])[NH:29][C:28](=[O:39])[CH2:27]2. (2) Given the product [Cl:23][C:24]1[CH:29]=[C:28]([Cl:30])[CH:27]=[CH:26][C:25]=1[C:2]1[N:3]=[C:4]([CH2:21][CH3:22])[C:5]([NH:10][C@@H:11]2[C:19]3[C:14](=[CH:15][CH:16]=[CH:17][CH:18]=3)[CH2:13][C@@H:12]2[OH:20])=[N:6][C:7]=1[CH2:8][CH3:9], predict the reactants needed to synthesize it. The reactants are: Br[C:2]1[N:3]=[C:4]([CH2:21][CH3:22])[C:5]([NH:10][C@@H:11]2[C:19]3[C:14](=[CH:15][CH:16]=[CH:17][CH:18]=3)[CH2:13][C@@H:12]2[OH:20])=[N:6][C:7]=1[CH2:8][CH3:9].[Cl:23][C:24]1[CH:29]=[C:28]([Cl:30])[CH:27]=[CH:26][C:25]=1B(O)O. (3) Given the product [CH:1]1([N:7]2[C:12](=[O:13])[C:11]3[S:14][CH:15]=[C:16]([C:17]4[CH:22]=[CH:21][CH:20]=[CH:19][CH:18]=4)[C:10]=3[N:9]=[CH:8]2)[CH2:2][CH2:3][CH2:5][CH2:6]1, predict the reactants needed to synthesize it. The reactants are: [C:1]1([N:7]2[C:12](=[O:13])[C:11]3[S:14][CH:15]=[C:16]([C:17]4[CH:22]=[CH:21][CH:20]=[CH:19][CH:18]=4)[C:10]=3[N:9]=[CH:8]2)[CH:6]=[CH:5]C=[CH:3][CH:2]=1.NC1C(C2C=CC=CC=2)=CSC=1C(OC)=O.C(OCC)(OCC)OCC.C1(N)CCCC1. (4) Given the product [C:20]([O:24][C:25](=[O:26])[NH:27][CH2:28][CH2:29][C:30]([N:7]1[CH2:6][CH2:5][C:4]2[C:9](=[C:10]([N:13]3[CH2:14][CH2:15][N:16]([CH3:19])[CH2:17][CH2:18]3)[CH:11]=[CH:12][C:3]=2[O:2][CH3:1])[CH2:8]1)=[O:31])([CH3:23])([CH3:21])[CH3:22], predict the reactants needed to synthesize it. The reactants are: [CH3:1][O:2][C:3]1[CH:12]=[CH:11][C:10]([N:13]2[CH2:18][CH2:17][N:16]([CH3:19])[CH2:15][CH2:14]2)=[C:9]2[C:4]=1[CH2:5][CH2:6][NH:7][CH2:8]2.[C:20]([O:24][C:25]([NH:27][CH2:28][CH2:29][C:30](O)=[O:31])=[O:26])([CH3:23])([CH3:22])[CH3:21].CN(C(ON1N=NC2C=CC=NC1=2)=[N+](C)C)C.F[P-](F)(F)(F)(F)F. (5) Given the product [OH:20][C:16]1[CH:15]=[CH:14][CH:13]=[C:12]2[C:17]=1[CH2:18][CH2:19][CH:10]([N:9]([CH2:21][CH2:22][CH3:23])[CH2:8][CH2:7][N:1]1[CH2:6][CH2:5][N:4]([C:33]([C:25]3[NH:24][C:32]4[C:27]([CH:26]=3)=[CH:28][CH:29]=[CH:30][CH:31]=4)=[O:34])[CH2:3][CH2:2]1)[CH2:11]2, predict the reactants needed to synthesize it. The reactants are: [N:1]1([CH2:7][CH2:8][N:9]([CH2:21][CH2:22][CH3:23])[CH:10]2[CH2:19][CH2:18][C:17]3[C:16]([OH:20])=[CH:15][CH:14]=[CH:13][C:12]=3[CH2:11]2)[CH2:6][CH2:5][NH:4][CH2:3][CH2:2]1.[NH:24]1[C:32]2[C:27](=[CH:28][CH:29]=[CH:30][CH:31]=2)[CH:26]=[C:25]1[C:33](O)=[O:34].